Predict the reaction yield, written as a fraction of the theoretical maximum amount of product (1.0 means a 100% yield; for example, 0.34 means a 34% yield). From a dataset of Reaction yield outcomes from USPTO patents with 853,638 reactions. (1) The reactants are [CH3:1][N:2]1[CH:6]=[C:5]([CH2:7][C:8]2[C:9](=[O:18])[N:10]=[C:11]([NH:14][N+:15]([O-:17])=[O:16])[NH:12][CH:13]=2)[CH:4]=[N:3]1.[CH3:19]CN(C(C)C)C(C)C.CI. The catalyst is C(Cl)(Cl)Cl. The product is [CH3:19][N:12]1[CH:13]=[C:8]([CH2:7][C:5]2[CH:4]=[N:3][N:2]([CH3:1])[CH:6]=2)[C:9](=[O:18])[N:10]=[C:11]1[NH:14][N+:15]([O-:17])=[O:16]. The yield is 0.195. (2) The reactants are [N+:1]([C:4]1[CH:9]=[CH:8][CH:7]=[CH:6][C:5]=1[OH:10])([O-:3])=[O:2].C([O-])([O-])=O.[K+].[K+].[CH2:17](Br)[C:18]1[CH:23]=[CH:22][CH:21]=[CH:20][CH:19]=1. The catalyst is CN(C=O)C.O. The product is [CH2:17]([O:10][C:5]1[CH:6]=[CH:7][CH:8]=[CH:9][C:4]=1[N+:1]([O-:3])=[O:2])[C:18]1[CH:23]=[CH:22][CH:21]=[CH:20][CH:19]=1. The yield is 0.890. (3) The reactants are [CH:1]1([N:7]2[C:12]([OH:13])=[C:11]([C:14]([NH:16][CH2:17][C:18]([O:20]CC)=[O:19])=[O:15])[C:10](=[O:23])[NH:9][C:8]2=[O:24])[CH2:6][CH2:5][CH2:4][CH2:3][CH2:2]1.C(=O)([O-])[O-].[K+].[K+].[CH:31]([C:34]1[CH:41]=[CH:40][C:37]([CH2:38]Cl)=[CH:36][CH:35]=1)([CH3:33])[CH3:32].Cl. The catalyst is CC(N(C)C)=O. The product is [CH:1]1([N:7]2[C:12]([OH:13])=[C:11]([C:14]([NH:16][CH2:17][C:18]([OH:20])=[O:19])=[O:15])[C:10](=[O:23])[N:9]([CH2:38][C:37]3[CH:40]=[CH:41][C:34]([CH:31]([CH3:33])[CH3:32])=[CH:35][CH:36]=3)[C:8]2=[O:24])[CH2:6][CH2:5][CH2:4][CH2:3][CH2:2]1. The yield is 0.360. (4) The reactants are [CH3:1][O:2][C:3]([C:5]1[S:6][C:7]([Br:11])=[CH:8][C:9]=1[NH2:10])=[O:4].[CH2:12]1[O:22][C:15]2([CH2:20][CH2:19][C:18](=O)[CH2:17][CH2:16]2)[O:14][CH2:13]1.C1([SiH3])C=CC=CC=1. The catalyst is C1COCC1.C([Sn](Cl)(Cl)CCCC)CCC. The product is [CH3:1][O:2][C:3]([C:5]1[S:6][C:7]([Br:11])=[CH:8][C:9]=1[NH:10][CH:18]1[CH2:19][CH2:20][C:15]2([O:22][CH2:12][CH2:13][O:14]2)[CH2:16][CH2:17]1)=[O:4]. The yield is 0.920.